From a dataset of Full USPTO retrosynthesis dataset with 1.9M reactions from patents (1976-2016). Predict the reactants needed to synthesize the given product. Given the product [Cl:41][C:38]1[CH:39]=[CH:40][C:35]([CH:32]2[CH2:31][CH2:30][N:29]([C:27](=[O:28])[CH:26]([NH:25][C:11](=[O:19])[C:12]3[CH:13]=[CH:14][CH:15]=[CH:16][CH:17]=3)[CH2:42][CH:43]([CH3:44])[CH3:45])[CH2:34][CH2:33]2)=[CH:36][CH:37]=1, predict the reactants needed to synthesize it. The reactants are: C1C=CC2N(O)N=NC=2C=1.[C:11]([OH:19])(=O)[C:12]1[CH:17]=[CH:16][CH:15]=[CH:14][CH:13]=1.C(Cl)CCl.Cl.[NH2:25][CH:26]([CH2:42][CH:43]([CH3:45])[CH3:44])[C:27]([N:29]1[CH2:34][CH2:33][CH:32]([C:35]2[CH:40]=[CH:39][C:38]([Cl:41])=[CH:37][CH:36]=2)[CH2:31][CH2:30]1)=[O:28].